This data is from Forward reaction prediction with 1.9M reactions from USPTO patents (1976-2016). The task is: Predict the product of the given reaction. (1) Given the reactants S(=O)(=O)(O)O.[H-].[Al+3].[Li+].[H-].[H-].[H-].[CH2:12]([N:15]([CH:19]([C:22]1[CH:27]=[CH:26][C:25]([S:28]([CH2:31][CH2:32][CH3:33])(=[O:30])=[O:29])=[CH:24][CH:23]=1)[C:20]#[N:21])[CH2:16][CH:17]=[CH2:18])[CH:13]=[CH2:14].O.O.O.O.O.O.O.O.O.O.S([O-])([O-])(=O)=O.[Na+].[Na+], predict the reaction product. The product is: [CH2:16]([N:15]([CH2:12][CH:13]=[CH2:14])[CH:19]([C:22]1[CH:23]=[CH:24][C:25]([S:28]([CH2:31][CH2:32][CH3:33])(=[O:29])=[O:30])=[CH:26][CH:27]=1)[CH2:20][NH2:21])[CH:17]=[CH2:18]. (2) Given the reactants [CH3:1][C:2]1[CH:7]=[C:6]([CH3:8])[N:5]2[N:9]=[C:10]([SH:12])[N:11]=[C:4]2[N:3]=1.[Cl:13][C:14]1[CH:15]=[C:16]([CH:21]=[CH:22][C:23]=1[Cl:24])[O:17][CH2:18][CH2:19][Br:20].ClC1C=CC(OCCBr)=CC=1F.ClC1C=C(O)C=CC=1Cl.BrCCBr, predict the reaction product. The product is: [Cl:13][C:14]1[CH:15]=[C:16]([CH:21]=[CH:22][C:23]=1[Cl:24])[O:17][CH2:18][CH2:19][S:12][C:10]1[N:11]=[C:4]2[N:3]=[C:2]([CH3:1])[CH:7]=[C:6]([CH3:8])[N:5]2[N:9]=1.[Cl:13][C:14]1[CH:15]=[C:16]([CH:21]=[CH:22][C:23]=1[Cl:24])[O:17][CH2:18][CH2:19][Br:20]. (3) Given the reactants [OH-].[Na+].C([O:5][C:6](=[O:20])[C:7]1[CH:12]=[C:11]([Br:13])[C:10]([O:14][CH2:15][CH:16]2[CH2:18][CH2:17]2)=[N:9][C:8]=1[CH3:19])C.Cl.C(O)(=O)CC(CC(O)=O)(C(O)=O)O, predict the reaction product. The product is: [Br:13][C:11]1[C:10]([O:14][CH2:15][CH:16]2[CH2:18][CH2:17]2)=[N:9][C:8]([CH3:19])=[C:7]([CH:12]=1)[C:6]([OH:20])=[O:5]. (4) Given the reactants [NH2:1][C:2]1[N:7]=[C:6]([NH:8][C:9](=[O:15])[O:10][C:11]([CH3:14])([CH3:13])[CH3:12])[CH:5]=[C:4]([CH3:16])[CH:3]=1.[C:17]([NH:20][C:21]1[S:22][C:23]([S:27](Cl)(=[O:29])=[O:28])=[C:24]([CH3:26])[N:25]=1)(=[O:19])[CH3:18], predict the reaction product. The product is: [C:17]([NH:20][C:21]1[S:22][C:23]([S:27]([NH:1][C:2]2[N:7]=[C:6]([NH:8][C:9](=[O:15])[O:10][C:11]([CH3:12])([CH3:13])[CH3:14])[CH:5]=[C:4]([CH3:16])[CH:3]=2)(=[O:28])=[O:29])=[C:24]([CH3:26])[N:25]=1)(=[O:19])[CH3:18]. (5) Given the reactants [Br:1][C:2]1[CH:3]=[N:4][N:5]([CH3:19])[C:6]=1[C:7]1[CH:12]=[C:11]([N+:13]([O-])=O)[CH:10]=[CH:9][C:8]=1[O:16][CH2:17][CH3:18].CCO, predict the reaction product. The product is: [Br:1][C:2]1[CH:3]=[N:4][N:5]([CH3:19])[C:6]=1[C:7]1[CH:12]=[C:11]([NH2:13])[CH:10]=[CH:9][C:8]=1[O:16][CH2:17][CH3:18]. (6) Given the reactants [NH2:1][C:2]1[CH:7]=[CH:6][CH:5]=[CH:4][N:3]=1.[C:8]([N+:12]#[C-:13])([CH3:11])([CH3:10])[CH3:9].[CH:14](=[O:21])[C:15]1[CH:20]=[CH:19][CH:18]=[CH:17][CH:16]=1.[CH:22]1([C:28]([Cl:30])=[O:29])[CH2:27][CH2:26][CH2:25][CH2:24][CH2:23]1, predict the reaction product. The product is: [Cl-:30].[C:8]([N:12]([C:28]([CH:22]1[CH2:27][CH2:26][CH2:25][CH2:24][CH2:23]1)=[O:29])[C:13]1[N:3]2[CH:4]=[CH:5][CH:6]=[CH:7][C:2]2=[N+:1]([C:14]([CH:15]2[CH2:20][CH2:19][CH2:18][CH2:17][CH2:16]2)=[O:21])[C:14]=1[C:15]1[CH:20]=[CH:19][CH:18]=[CH:17][CH:16]=1)([CH3:11])([CH3:10])[CH3:9]. (7) Given the reactants C[O:2][C:3](=[O:10])[C@@H:4]1[CH:8](O)[CH2:7][CH2:6][NH:5]1.CCN(S(F)(F)[F:17])CC, predict the reaction product. The product is: [F:17][CH:8]1[CH2:7][CH2:6][NH:5][C@@H:4]1[C:3]([OH:2])=[O:10].